Dataset: Forward reaction prediction with 1.9M reactions from USPTO patents (1976-2016). Task: Predict the product of the given reaction. Given the reactants [CH2:1]([C:3]([OH:17])([CH2:15][CH3:16])[CH:4]([NH:7][C:8](=[O:14])[O:9][C:10]([CH3:13])([CH3:12])[CH3:11])[CH2:5][OH:6])[CH3:2].Cl[O-].[Na+].Cl([O-])=[O:22].[Na+].C(O)(=O)CC(CC(O)=O)(C(O)=O)O, predict the reaction product. The product is: [C:10]([O:9][C:8]([NH:7][CH:4]([C:3]([CH2:15][CH3:16])([OH:17])[CH2:1][CH3:2])[C:5]([OH:22])=[O:6])=[O:14])([CH3:12])([CH3:11])[CH3:13].